Task: Predict the product of the given reaction.. Dataset: Forward reaction prediction with 1.9M reactions from USPTO patents (1976-2016) (1) Given the reactants [Cl:1][C:2]1[CH:23]=[C:22]([C:24]2[CH2:29][CH2:28][C:27](=[O:30])[NH:26][N:25]=2)[CH:21]=[CH:20][C:3]=1[O:4][CH2:5][CH2:6][C:7]1[CH:12]=[CH:11][C:10]([O:13]C(=O)C(C)(C)C)=[CH:9][CH:8]=1.[OH-].[Li+].Cl.ClC1C=C(C2CCC(=O)NN=2)[CH:43]=[CH:42][C:36]=1[O:37]CC(O)=O.C(=O)([O-])[O-].[K+].[K+], predict the reaction product. The product is: [Cl:1][C:2]1[CH:23]=[C:22]([C:24]2[CH2:29][CH2:28][C:27](=[O:30])[NH:26][N:25]=2)[CH:21]=[CH:20][C:3]=1[O:4][CH2:5][CH2:6][C:7]1[CH:8]=[CH:9][C:10]([O:13][CH2:43][CH:42]2[CH2:36][O:37]2)=[CH:11][CH:12]=1. (2) Given the reactants [C:1]([C:5]1[N:10]=[CH:9][C:8]([C:11]2[N:12]([C:32]([N:34]3[CH2:39][CH2:38][CH:37]([CH2:40][C:41](O)=[O:42])[CH2:36][CH2:35]3)=[O:33])[C@@:13]([C:25]3[CH:30]=[CH:29][C:28]([Cl:31])=[CH:27][CH:26]=3)([CH3:24])[C@@:14]([C:17]3[CH:22]=[CH:21][C:20]([Cl:23])=[CH:19][CH:18]=3)([CH3:16])[N:15]=2)=[C:7]([O:44][CH2:45][CH3:46])[CH:6]=1)([CH3:4])([CH3:3])[CH3:2].[Cl:47][C:48]1[CH:55]=[CH:54][C:51]([CH2:52][NH2:53])=[CH:50][CH:49]=1, predict the reaction product. The product is: [C:1]([C:5]1[N:10]=[CH:9][C:8]([C:11]2[N:12]([C:32]([N:34]3[CH2:39][CH2:38][CH:37]([CH2:40][C:41]([NH:53][CH2:52][C:51]4[CH:54]=[CH:55][C:48]([Cl:47])=[CH:49][CH:50]=4)=[O:42])[CH2:36][CH2:35]3)=[O:33])[C@@:13]([C:25]3[CH:26]=[CH:27][C:28]([Cl:31])=[CH:29][CH:30]=3)([CH3:24])[C@@:14]([C:17]3[CH:22]=[CH:21][C:20]([Cl:23])=[CH:19][CH:18]=3)([CH3:16])[N:15]=2)=[C:7]([O:44][CH2:45][CH3:46])[CH:6]=1)([CH3:4])([CH3:3])[CH3:2]. (3) Given the reactants Br[C:2]1[CH:7]=[CH:6][C:5]([CH3:8])=[CH:4][N:3]=1.C([Li])CCC.CN(C)[C:16](=[O:18])[CH3:17].[Cl-].[NH4+], predict the reaction product. The product is: [CH3:8][C:5]1[CH:6]=[CH:7][C:2]([C:16](=[O:18])[CH3:17])=[N:3][CH:4]=1. (4) Given the reactants [CH2:1]([O:8][C:9]1[CH:10]=[C:11]([CH:24]=[CH:25][C:26]=1[O:27][CH2:28][C:29]1[CH:34]=[CH:33][CH:32]=[CH:31][CH:30]=1)[C:12]1[O:13][C:14]2[C:19]([C:20](=[O:22])[CH:21]=1)=[CH:18][CH:17]=[C:16]([OH:23])[CH:15]=2)[C:2]1[CH:7]=[CH:6][CH:5]=[CH:4][CH:3]=1.[H-].[Na+].[CH2:37]([CH:39]1[O:41][CH2:40]1)Cl, predict the reaction product. The product is: [CH2:1]([O:8][C:9]1[CH:10]=[C:11]([CH:24]=[CH:25][C:26]=1[O:27][CH2:28][C:29]1[CH:34]=[CH:33][CH:32]=[CH:31][CH:30]=1)[C:12]1[O:13][C:14]2[C:19]([C:20](=[O:22])[CH:21]=1)=[CH:18][CH:17]=[C:16]([O:23][CH2:37][CH:39]1[O:41][CH2:40]1)[CH:15]=2)[C:2]1[CH:3]=[CH:4][CH:5]=[CH:6][CH:7]=1. (5) Given the reactants C(OC([N:8]1[C@@H:13]([CH3:14])[CH2:12][N:11]([C:15](=[O:30])[C:16]2[CH:21]=[CH:20][C:19]([C:22]3[CH:23]=[N:24][C:25]([NH2:29])=[C:26]([OH:28])[CH:27]=3)=[CH:18][CH:17]=2)[CH2:10][C@H:9]1[CH3:31])=O)(C)(C)C.Br[CH2:33][C:34]1[CH:39]=[CH:38][CH:37]=[CH:36][C:35]=1[CH3:40].O, predict the reaction product. The product is: [NH2:29][C:25]1[N:24]=[CH:23][C:22]([C:19]2[CH:20]=[CH:21][C:16]([C:15]([N:11]3[CH2:10][CH:9]([CH3:31])[NH:8][CH:13]([CH3:14])[CH2:12]3)=[O:30])=[CH:17][CH:18]=2)=[CH:27][C:26]=1[O:28][CH2:33][C:34]1[CH:39]=[CH:38][CH:37]=[CH:36][C:35]=1[CH3:40]. (6) Given the reactants [Cl:1][C:2]1[CH:3]=[C:4]([CH:6]=[CH:7][C:8]=1[O:9][C:10]1[CH:15]=[CH:14][CH:13]=[C:12]([O:16][CH2:17][CH2:18][CH:19]([CH3:21])[CH3:20])[CH:11]=1)[NH2:5].C([O:26][C:27](=O)[NH:28][CH2:29][CH2:30][N:31]1[C:39]2[C:38](Cl)=[N:37][CH:36]=[N:35][C:34]=2[CH:33]=[CH:32]1)(C)(C)C.Cl.C(OCC)(=O)C.[CH3:49][S:50]([CH2:53]C(O)=O)(=[O:52])=[O:51].Cl.C(N=C=NCCCN(C)C)C.ON1C2C=CC=CC=2N=N1, predict the reaction product. The product is: [Cl:1][C:2]1[CH:3]=[C:4]([NH:5][C:38]2[C:39]3[N:31]([CH2:30][CH2:29][NH:28][C:27](=[O:26])[CH2:49][S:50]([CH3:53])(=[O:52])=[O:51])[CH:32]=[CH:33][C:34]=3[N:35]=[CH:36][N:37]=2)[CH:6]=[CH:7][C:8]=1[O:9][C:10]1[CH:15]=[CH:14][CH:13]=[C:12]([O:16][CH2:17][CH2:18][CH:19]([CH3:21])[CH3:20])[CH:11]=1. (7) Given the reactants Br[C:2]1[CH:3]=[N:4][C:5]2[N:6]([CH:8]=[C:9]([CH2:11][O:12][C:13]3[CH:14]=[N:15][C:16]([F:19])=[CH:17][CH:18]=3)[N:10]=2)[CH:7]=1.[F:20][C:21]1[CH:26]=[CH:25][C:24](B(O)O)=[C:23]([CH3:30])[CH:22]=1, predict the reaction product. The product is: [F:20][C:21]1[CH:26]=[CH:25][C:24]([C:2]2[CH:3]=[N:4][C:5]3[N:6]([CH:8]=[C:9]([CH2:11][O:12][C:13]4[CH:14]=[N:15][C:16]([F:19])=[CH:17][CH:18]=4)[N:10]=3)[CH:7]=2)=[C:23]([CH3:30])[CH:22]=1. (8) Given the reactants ClC1N=C2C(N=C[N:8]2[CH:11]2[CH2:15]C(N3C=C(CC)N=N3)[CH:13](O)[CH:12]2O)=C(NCC(C2C=CC=CC=2)C2C=CC=CC=2)N=1.[F:40][C:41]([F:46])([F:45])[C:42]([OH:44])=[O:43].[C:47]1([CH:53]([C:88]2[CH:93]=[CH:92][CH:91]=[CH:90][CH:89]=2)[CH2:54][NH:55][C:56]2[N:64]=[C:63]([NH:65][CH2:66][CH2:67]N3CCCCC3)[N:62]=[C:61]3[C:57]=2[N:58]=[CH:59][N:60]3[C@@H:74]2[CH2:78][C@H:77]([N:79]3C=[C:82]([CH2:84]O)[CH:81]=[N:80]3)[C@@H:76]([OH:86])[C@H:75]2[OH:87])[CH:52]=[CH:51][CH:50]=[CH:49][CH:48]=1.C1(N)CC[CH:97]([NH2:100])CC1, predict the reaction product. The product is: [F:40][C:41]([F:46])([F:45])[C:42]([OH:44])=[O:43].[NH2:8][CH:11]1[CH2:15][CH2:67][CH:66]([NH:65][C:63]2[N:62]=[C:61]3[C:57]([N:58]=[CH:59][N:60]3[C@@H:74]3[CH2:78][C@H:77]([N:79]4[N:80]=[C:81]([CH2:82][CH3:84])[CH:97]=[N:100]4)[C@@H:76]([OH:86])[C@H:75]3[OH:87])=[C:56]([NH:55][CH2:54][CH:53]([C:47]3[CH:48]=[CH:49][CH:50]=[CH:51][CH:52]=3)[C:88]3[CH:93]=[CH:92][CH:91]=[CH:90][CH:89]=3)[N:64]=2)[CH2:13][CH2:12]1.